This data is from Forward reaction prediction with 1.9M reactions from USPTO patents (1976-2016). The task is: Predict the product of the given reaction. (1) Given the reactants [CH2:1]([O:8][C:9]1[C:14]2[CH2:15][CH:16]=[CH:17][C:18]3[C:19](=[CH:20][C:21]4[CH:22]=[C:23]([CH2:28][O:29][Si](C(C)(C)C)(C)C)[N:24]([CH3:27])[C:25]=4[CH:26]=3)[C:13]=2[N:12]([CH2:37][C:38]2[CH:43]=[CH:42][C:41]([O:44][CH3:45])=[CH:40][C:39]=2[O:46][CH3:47])[C:11](=[O:48])[C:10]=1[C:49]([O:51][CH3:52])=[O:50])[C:2]1[CH:7]=[CH:6][CH:5]=[CH:4][CH:3]=1.CCCC[N+](CCCC)(CCCC)CCCC.[F-], predict the reaction product. The product is: [CH2:1]([O:8][C:9]1[C:14]2[CH2:15][CH:16]=[CH:17][C:18]3[C:19](=[CH:20][C:21]4[CH:22]=[C:23]([CH2:28][OH:29])[N:24]([CH3:27])[C:25]=4[CH:26]=3)[C:13]=2[N:12]([CH2:37][C:38]2[CH:43]=[CH:42][C:41]([O:44][CH3:45])=[CH:40][C:39]=2[O:46][CH3:47])[C:11](=[O:48])[C:10]=1[C:49]([O:51][CH3:52])=[O:50])[C:2]1[CH:7]=[CH:6][CH:5]=[CH:4][CH:3]=1. (2) Given the reactants [NH2:1][C:2]1[S:3][C:4]([C:10]2[CH:15]=[CH:14][CH:13]=[CH:12][CH:11]=2)=[CH:5][C:6]=1[C:7]([NH2:9])=[O:8].C[Si]([N:20]=[C:21]=[S:22])(C)C.CN(C)C=O, predict the reaction product. The product is: [NH2:20][C:21]([NH:1][C:2]1[S:3][C:4]([C:10]2[CH:11]=[CH:12][CH:13]=[CH:14][CH:15]=2)=[CH:5][C:6]=1[C:7]([NH2:9])=[O:8])=[S:22]. (3) Given the reactants [CH2:1]([CH2:3][NH2:4])[OH:2].C(N(CC)CC)C.Cl.[CH:13]1([CH2:16][N:17]2[C:21]3[CH:22]=[CH:23][C:24]([S:26]([C:29]([CH3:34])([CH3:33])[C:30](Cl)=[O:31])(=[O:28])=[O:27])=[CH:25][C:20]=3[N:19]=[C:18]2[CH2:35][C:36]([CH3:39])([CH3:38])[CH3:37])[CH2:15][CH2:14]1, predict the reaction product. The product is: [CH:13]1([CH2:16][N:17]2[C:21]3[CH:22]=[CH:23][C:24]([S:26]([C:29]([CH3:33])([CH3:34])[C:30]([NH:4][CH2:3][CH2:1][OH:2])=[O:31])(=[O:28])=[O:27])=[CH:25][C:20]=3[N:19]=[C:18]2[CH2:35][C:36]([CH3:39])([CH3:38])[CH3:37])[CH2:14][CH2:15]1. (4) Given the reactants [OH:1][C@H:2]1[CH2:21][C@@:20]2([CH3:22])[C@@H:13]([CH2:14][CH2:15][C:16]2=[C:17]([CH3:19])[CH3:18])[C@H:12]2[C@H:3]1[C@:4]1([CH3:24])[C:9]([CH:10]=[CH:11]2)=[CH:8][C:7](=[O:23])[CH2:6][CH2:5]1.S1C=CC=C1[CH2:30][C:31]([OH:33])=O.FC(F)(F)[S:36](O[Si](C)(C)C)(=O)=O.C(=O)(O)[O-].[Na+], predict the reaction product. The product is: [C:31]([S:36][C@@H:11]1[CH2:10][C:9]2[C@:4]([CH3:24])([CH2:5][CH2:6][C:7](=[O:23])[CH:8]=2)[C@@H:3]2[C@@H:12]1[C@H:13]1[C@:20]([CH3:22])([CH2:21][C@@H:2]2[OH:1])[C:16](=[C:17]([CH3:19])[CH3:18])[CH2:15][CH2:14]1)(=[O:33])[CH3:30]. (5) Given the reactants OC1C=C(C2N=C3C=CC(I)=CN3C=2)C=CC=1.[Br:18][CH2:19][CH2:20][OH:21].N1C=CN=C1.[C:27]([Si:31]([C:39]1[CH:44]=[CH:43][CH:42]=[CH:41][CH:40]=1)([C:33]1[CH:38]=[CH:37][CH:36]=[CH:35][CH:34]=1)Cl)([CH3:30])([CH3:29])[CH3:28].[Cl-].[Na+], predict the reaction product. The product is: [Br:18][CH2:19][CH2:20][O:21][Si:31]([C:27]([CH3:30])([CH3:29])[CH3:28])([C:39]1[CH:40]=[CH:41][CH:42]=[CH:43][CH:44]=1)[C:33]1[CH:38]=[CH:37][CH:36]=[CH:35][CH:34]=1. (6) Given the reactants [OH:1][C:2]1[CH:3]=[C:4]([CH:7]=[CH:8][C:9]=1[OH:10])[CH:5]=[O:6].C([O-])([O-])=O.[K+].[K+].Br[CH2:18][CH:19]1[CH2:21][CH2:20]1.Cl, predict the reaction product. The product is: [CH:19]1([CH2:18][O:10][C:9]2[CH:8]=[CH:7][C:4]([CH:5]=[O:6])=[CH:3][C:2]=2[OH:1])[CH2:21][CH2:20]1. (7) Given the reactants [CH3:1][O:2][C:3]1[CH:4]=[C:5]([O:14]COC)[C:6]([CH3:13])=[C:7]([O:9]COC)[CH:8]=1.Cl.O, predict the reaction product. The product is: [CH3:1][O:2][C:3]1[CH:4]=[C:5]([OH:14])[C:6]([CH3:13])=[C:7]([OH:9])[CH:8]=1. (8) Given the reactants [NH2:1][C@H:2]([C:4]1[C:5](=[O:23])[NH:6][C:7]2[C:12]([CH:13]=1)=[CH:11][C:10]([Cl:14])=[C:9]([O:15][CH2:16][C:17]1[CH:22]=[CH:21][CH:20]=[CH:19][N:18]=1)[CH:8]=2)[CH3:3].F[C:25]1[CH:32]=[CH:31][C:28]([C:29]#[N:30])=[C:27]([CH3:33])[N:26]=1.CCN(C(C)C)C(C)C, predict the reaction product. The product is: [Cl:14][C:10]1[CH:11]=[C:12]2[C:7](=[CH:8][C:9]=1[O:15][CH2:16][C:17]1[CH:22]=[CH:21][CH:20]=[CH:19][N:18]=1)[NH:6][C:5](=[O:23])[C:4]([C@@H:2]([NH:1][C:25]1[CH:32]=[CH:31][C:28]([C:29]#[N:30])=[C:27]([CH3:33])[N:26]=1)[CH3:3])=[CH:13]2.